This data is from Full USPTO retrosynthesis dataset with 1.9M reactions from patents (1976-2016). The task is: Predict the reactants needed to synthesize the given product. (1) Given the product [CH2:38]([O:40][C:41]([N:43]1[CH2:44][CH2:45][CH:46]([NH:49][C:21]2[N:20]=[C:19]([O:18][C:11]3[C:12]4[C:17](=[CH:16][CH:15]=[CH:14][CH:13]=4)[C:8]([NH:7][C:5](=[O:6])[C:4]4[CH:29]=[C:30]([N:32]5[CH2:37][CH2:36][CH2:35][CH2:34][CH2:33]5)[CH:31]=[C:2]([F:1])[CH:3]=4)=[CH:9][CH:10]=3)[CH:24]=[CH:23][N:22]=2)[CH2:47][CH2:48]1)=[O:42])[CH3:39], predict the reactants needed to synthesize it. The reactants are: [F:1][C:2]1[CH:3]=[C:4]([CH:29]=[C:30]([N:32]2[CH2:37][CH2:36][CH2:35][CH2:34][CH2:33]2)[CH:31]=1)[C:5]([NH:7][C:8]1[C:17]2[C:12](=[CH:13][CH:14]=[CH:15][CH:16]=2)[C:11]([O:18][C:19]2[CH:24]=[CH:23][N:22]=[C:21](S(C)(=O)=O)[N:20]=2)=[CH:10][CH:9]=1)=[O:6].[CH2:38]([O:40][C:41]([N:43]1[CH2:48][CH2:47][CH:46]([NH2:49])[CH2:45][CH2:44]1)=[O:42])[CH3:39]. (2) Given the product [C:1]([O:5][C:6]([N:8]1[CH2:12][CH2:11][CH:10]([CH:13]([CH:15]2[CH2:16][CH2:17][CH2:18][CH2:19]2)[OH:14])[CH2:9]1)=[O:7])([CH3:4])([CH3:2])[CH3:3], predict the reactants needed to synthesize it. The reactants are: [C:1]([O:5][C:6]([N:8]1[CH2:12][CH2:11][CH:10]([C:13]([CH:15]2[CH2:19][CH2:18][CH2:17][CH2:16]2)=[O:14])[C:9]1=O)=[O:7])([CH3:4])([CH3:3])[CH3:2].C1COCC1.S(C)C. (3) The reactants are: [CH2:1]([C:3]1[CH:12]=[C:11]2[C:6]([CH:7]=[CH:8][C:9]([OH:13])=[CH:10]2)=[CH:5][CH:4]=1)[CH3:2].[CH3:14][O:15][C:16](=[O:21])[CH:17](Br)[CH2:18][CH3:19].C(=O)([O-])[O-].[Cs+].[Cs+].[Na+].[Cl-]. Given the product [CH2:1]([C:3]1[CH:12]=[C:11]2[C:6]([CH:7]=[CH:8][C:9]([O:13][CH:17]([CH2:18][CH3:19])[C:16]([O:15][CH3:14])=[O:21])=[CH:10]2)=[CH:5][CH:4]=1)[CH3:2], predict the reactants needed to synthesize it. (4) Given the product [F:16][C:17]1[CH:24]=[CH:23][C:20]([CH2:21][O:9][C:6]2[CH:7]=[CH:8][C:3]([C:1]#[N:2])=[CH:4][CH:5]=2)=[CH:19][CH:18]=1, predict the reactants needed to synthesize it. The reactants are: [C:1]([C:3]1[CH:8]=[CH:7][C:6]([OH:9])=[CH:5][CH:4]=1)#[N:2].C([O-])([O-])=O.[K+].[K+].[F:16][C:17]1[CH:24]=[CH:23][C:20]([CH2:21]Br)=[CH:19][CH:18]=1. (5) Given the product [Cl:62][C:59]1[CH:58]=[CH:57][C:56]([CH:32]([C:29]2[CH:28]=[CH:27][C:26]([Cl:25])=[CH:31][CH:30]=2)[N:33]2[CH2:36][CH:35]([CH2:37][S:38]([NH:41][C:42]3[CH:43]=[C:44]([CH:53]=[CH:54][CH:55]=3)[C:45]([NH:47][C@H:48]([C:49](=[O:50])[NH:2][CH3:6])[CH3:52])=[O:46])(=[O:40])=[O:39])[CH2:34]2)=[CH:61][CH:60]=1, predict the reactants needed to synthesize it. The reactants are: O[N:2]1[C:6]2C=CC=CC=2N=N1.Cl.CN(C)CCCN=C=NCC.CN.[Cl:25][C:26]1[CH:31]=[CH:30][C:29]([CH:32]([C:56]2[CH:61]=[CH:60][C:59]([Cl:62])=[CH:58][CH:57]=2)[N:33]2[CH2:36][CH:35]([CH2:37][S:38]([NH:41][C:42]3[CH:43]=[C:44]([CH:53]=[CH:54][CH:55]=3)[C:45]([NH:47][C@@H:48]([CH3:52])[C:49](O)=[O:50])=[O:46])(=[O:40])=[O:39])[CH2:34]2)=[CH:28][CH:27]=1. (6) Given the product [CH2:12]([O:11][C:9]1[CH:8]=[CH:7][C:6]2[NH:19][C:20]([C:22]3[C:31](=[O:32])[C:30]([CH2:33][CH2:34][CH:35]([CH3:37])[CH3:36])([CH2:38][CH2:39][CH:40]([CH3:42])[CH3:41])[C:29]4[C:24]([C:23]=3[OH:43])=[CH:25][CH:26]=[CH:27][CH:28]=4)=[N:1][S:2](=[O:4])(=[O:3])[C:5]=2[CH:10]=1)[C:48]1[CH:53]=[CH:52][CH:51]=[CH:50][CH:49]=1, predict the reactants needed to synthesize it. The reactants are: [NH2:1][S:2]([C:5]1[CH:10]=[C:9]([O:11][CH2:12]C2C=CC=CC=2)[CH:8]=[CH:7][C:6]=1[NH:19][C:20]([C:22]1[C:31](=[O:32])[C:30]([CH2:38][CH2:39][CH:40]([CH3:42])[CH3:41])([CH2:33][CH2:34][CH:35]([CH3:37])[CH3:36])[C:29]2[C:24](=[CH:25][CH:26]=[CH:27][CH:28]=2)[C:23]=1[OH:43])=O)(=[O:4])=[O:3].NS([C:48]1[CH:53]=[C:52](OC[C:48]2[CH:53]=[CH:52][CH:51]=[CH:50][CH:49]=2)[CH:51]=[CH:50][C:49]=1NC(C1C(=O)C(CCC)(CCC)[C:53]2[C:48](=[CH:49][CH:50]=[CH:51][CH:52]=2)C=1O)=O)(=O)=O.